From a dataset of Catalyst prediction with 721,799 reactions and 888 catalyst types from USPTO. Predict which catalyst facilitates the given reaction. Reactant: [NH2:1][C:2]1[C:10]2[N:9]=[C:8]([CH3:11])[N:7]([CH3:12])[C:6]=2[CH:5]=[C:4]([Br:13])[CH:3]=1.[CH3:14][C:15]1[CH:22]=[CH:21][CH:20]=[C:19]([CH3:23])[C:16]=1[CH2:17]Cl.C(=O)([O-])[O-].[K+].[K+].[I-].[K+].N. Product: [Br:13][C:4]1[CH:3]=[C:2]([NH:1][CH2:17][C:16]2[C:19]([CH3:23])=[CH:20][CH:21]=[CH:22][C:15]=2[CH3:14])[C:10]2[N:9]=[C:8]([CH3:11])[N:7]([CH3:12])[C:6]=2[CH:5]=1. The catalyst class is: 10.